From a dataset of Forward reaction prediction with 1.9M reactions from USPTO patents (1976-2016). Predict the product of the given reaction. Given the reactants [F:1][C:2]1[CH:3]=[C:4]([N:9]2[CH2:13][CH2:12][CH2:11][CH:10]2[C:14]2[CH:15]=[C:16]([C:31](O)=[O:32])[CH:17]=[C:18]3[C:23]=2[O:22][C:21]([N:24]2[CH2:29][CH2:28][O:27][CH2:26][CH2:25]2)=[CH:20][C:19]3=[O:30])[CH:5]=[C:6]([F:8])[CH:7]=1.[NH:34]1[CH2:39][CH2:38][CH:37]([OH:40])[CH2:36][CH2:35]1, predict the reaction product. The product is: [F:8][C:6]1[CH:5]=[C:4]([N:9]2[CH2:13][CH2:12][CH2:11][CH:10]2[C:14]2[CH:15]=[C:16]([C:31]([N:34]3[CH2:39][CH2:38][CH:37]([OH:40])[CH2:36][CH2:35]3)=[O:32])[CH:17]=[C:18]3[C:23]=2[O:22][C:21]([N:24]2[CH2:25][CH2:26][O:27][CH2:28][CH2:29]2)=[CH:20][C:19]3=[O:30])[CH:3]=[C:2]([F:1])[CH:7]=1.